The task is: Predict which catalyst facilitates the given reaction.. This data is from Catalyst prediction with 721,799 reactions and 888 catalyst types from USPTO. Reactant: Cl[C:2](=[CH2:7])[C:3]([O:5][CH3:6])=[O:4].[Cl-].C([N+](CC)(CC)CCCC)C.C(=O)([O-])[O-].[K+].[K+].[NH2:26][C:27]1[CH:32]=[CH:31][CH:30]=[CH:29][C:28]=1[C:33]1[NH:34][C:35]2[C:40]([C:41]=1[CH:42]1[CH2:47][CH2:46][CH2:45][CH2:44][CH2:43]1)=[CH:39][CH:38]=[C:37]([C:48]([O:50][CH3:51])=[O:49])[CH:36]=2.C[Si](C=[N+]=[N-])(C)C. Product: [CH:42]1([C:41]2[C:40]3[CH:39]=[CH:38][C:37]([C:48]([O:50][CH3:51])=[O:49])=[CH:36][C:35]=3[N:34]3[C:33]=2[C:28]2[CH:29]=[CH:30][CH:31]=[CH:32][C:27]=2[NH:26][CH:2]([C:3]([O:5][CH3:6])=[O:4])[CH2:7]3)[CH2:43][CH2:44][CH2:45][CH2:46][CH2:47]1. The catalyst class is: 23.